This data is from Reaction yield outcomes from USPTO patents with 853,638 reactions. The task is: Predict the reaction yield, written as a fraction of the theoretical maximum amount of product (1.0 means a 100% yield; for example, 0.34 means a 34% yield). (1) The reactants are [ClH:1].[CH3:2][N:3]1[CH2:28][CH2:27][C@:5]2([NH:9][C@@H:8]([C:10]3[CH:15]=[C:14]([C:16]4[CH:21]=[CH:20][CH:19]=[C:18]([O:22][C:23]([F:26])([F:25])[F:24])[CH:17]=4)[CH:13]=[CH:12][N:11]=3)[CH2:7][CH2:6]2)[C:4]1=[O:29].Cl. The catalyst is C(Cl)Cl. The product is [ClH:1].[CH3:2][N:3]1[CH2:28][CH2:27][C:5]2([NH:9][CH:8]([C:10]3[CH:15]=[C:14]([C:16]4[CH:21]=[CH:20][CH:19]=[C:18]([O:22][C:23]([F:25])([F:26])[F:24])[CH:17]=4)[CH:13]=[CH:12][N:11]=3)[CH2:7][CH2:6]2)[C:4]1=[O:29]. The yield is 0.580. (2) The reactants are [F:1][C:2]1[CH:7]=[CH:6][C:5]([F:8])=[CH:4][C:3]=1[C@H:9]1[CH2:13][CH2:12][CH2:11][N:10]1[C:14]1[CH:19]=[CH:18][N:17]2[N:20]=[CH:21][C:22]([NH2:23])=[C:16]2[N:15]=1.[C:24](O[C:24](=[O:28])[CH:25]([CH3:27])[CH3:26])(=[O:28])[CH:25]([CH3:27])[CH3:26].N1C=CC=CC=1. The catalyst is C(Cl)Cl. The product is [F:1][C:2]1[CH:7]=[CH:6][C:5]([F:8])=[CH:4][C:3]=1[C@H:9]1[CH2:13][CH2:12][CH2:11][N:10]1[C:14]1[CH:19]=[CH:18][N:17]2[N:20]=[CH:21][C:22]([NH:23][C:24](=[O:28])[CH:25]([CH3:27])[CH3:26])=[C:16]2[N:15]=1. The yield is 0.710. (3) The yield is 0.960. The catalyst is C(O)C. The product is [OH:22][CH2:21][C@H:17]1[CH2:18][CH2:19][CH2:20][C@H:16]1[NH:15][C:2]1[C:7]([C:8]([O:10][CH2:11][CH3:12])=[O:9])=[CH:6][N:5]=[C:4]([S:13][CH3:14])[N:3]=1. The reactants are Cl[C:2]1[C:7]([C:8]([O:10][CH2:11][CH3:12])=[O:9])=[CH:6][N:5]=[C:4]([S:13][CH3:14])[N:3]=1.[NH2:15][C@H:16]1[CH2:20][CH2:19][CH2:18][C@H:17]1[CH2:21][OH:22].CCN(C(C)C)C(C)C.